Dataset: Forward reaction prediction with 1.9M reactions from USPTO patents (1976-2016). Task: Predict the product of the given reaction. Given the reactants [Cl:1][C:2]1[N:7]=[C:6]([NH:8][C:9]2[N:14]=[CH:13][C:12]3[C:15]([C:21]4[CH:22]=[N:23][N:24]([CH2:26][C:27]([O:29]CC)=[O:28])[CH:25]=4)=[CH:16][N:17]([CH:18]([CH3:20])[CH3:19])[C:11]=3[CH:10]=2)[CH:5]=[CH:4][N:3]=1.[OH-].[Li+].O.C(O)C, predict the reaction product. The product is: [Cl:1][C:2]1[N:7]=[C:6]([NH:8][C:9]2[N:14]=[CH:13][C:12]3[C:15]([C:21]4[CH:22]=[N:23][N:24]([CH2:26][C:27]([OH:29])=[O:28])[CH:25]=4)=[CH:16][N:17]([CH:18]([CH3:20])[CH3:19])[C:11]=3[CH:10]=2)[CH:5]=[CH:4][N:3]=1.